Dataset: Forward reaction prediction with 1.9M reactions from USPTO patents (1976-2016). Task: Predict the product of the given reaction. (1) The product is: [C:1]([O:6][C:7]1[CH:12]=[CH:11][C:10]([P:13]([O:24][CH2:25][CH3:26])([CH2:15][P:16]([O:21][CH2:22][CH3:23])([O:18][CH2:19][CH3:20])=[O:17])=[O:14])=[CH:9][C:8]=1[C:27]([CH3:40])([CH3:39])[CH2:28][C:29]([O:31][CH2:32][C:33]1[CH:38]=[CH:37][CH:36]=[CH:35][CH:34]=1)=[O:30])(=[O:4])[CH2:2][CH3:3]. Given the reactants [C:1](Cl)(=[O:4])[CH2:2][CH3:3].[OH:6][C:7]1[CH:12]=[CH:11][C:10]([P:13]([O:24][CH2:25][CH3:26])([CH2:15][P:16]([O:21][CH2:22][CH3:23])([O:18][CH2:19][CH3:20])=[O:17])=[O:14])=[CH:9][C:8]=1[C:27]([CH3:40])([CH3:39])[CH2:28][C:29]([O:31][CH2:32][C:33]1[CH:38]=[CH:37][CH:36]=[CH:35][CH:34]=1)=[O:30].C(OCC)(=O)C, predict the reaction product. (2) Given the reactants [NH2:1][C:2]1[N:6]([C:7]2[C:12]([Cl:13])=[CH:11][C:10]([Cl:14])=[CH:9][C:8]=2[Cl:15])[N:5]=[C:4]([CH:16]([CH3:18])[CH3:17])[C:3]=1[C:19]([NH2:21])=[O:20].[NH2:22][C:23]1[C:31]2[C:26](=[CH:27][CH:28]=[C:29]([CH2:32][C:33](OCC)=O)[CH:30]=2)[NH:25][N:24]=1.[O-]CC.[Na+], predict the reaction product. The product is: [Cl:13][C:12]1[CH:11]=[C:10]([Cl:14])[CH:9]=[C:8]([Cl:15])[C:7]=1[N:6]1[C:2]2=[N:1][C:33]([CH2:32][C:29]3[CH:30]=[C:31]4[C:26](=[CH:27][CH:28]=3)[NH:25][N:24]=[C:23]4[NH2:22])=[N:21][C:19](=[O:20])[C:3]2=[C:4]([CH:16]([CH3:18])[CH3:17])[NH:5]1. (3) The product is: [CH:44]1[C:35]2[CH2:36][CH2:37][C:38]3[CH:43]=[CH:42][CH:41]=[CH:40][C:39]=3[CH:33]([N:21]3[CH2:20][CH2:19][N:18]([CH2:17][C:9]4[N:8]=[C:7]([NH:6][CH2:5][CH2:4][CH2:3][N:2]([CH3:1])[CH3:24])[C:16]5[C:11](=[CH:12][CH:13]=[CH:14][CH:15]=5)[N:10]=4)[CH2:23][CH2:22]3)[C:34]=2[CH:47]=[CH:46][CH:45]=1. Given the reactants [CH3:1][N:2]([CH3:24])[CH2:3][CH2:4][CH2:5][NH:6][C:7]1[C:16]2[C:11](=[CH:12][CH:13]=[CH:14][CH:15]=2)[N:10]=[C:9]([CH2:17][N:18]2[CH2:23][CH2:22][NH:21][CH2:20][CH2:19]2)[N:8]=1.C(N(CC)CC)C.Cl[CH:33]1[C:39]2[CH:40]=[CH:41][CH:42]=[CH:43][C:38]=2[CH2:37][CH2:36][C:35]2[CH:44]=[CH:45][CH:46]=[CH:47][C:34]1=2, predict the reaction product. (4) Given the reactants Br[C:2]1[CH:3]=[C:4]2[C:8](=[CH:9][CH:10]=1)[N:7]([C:11]([O:13][C:14]([CH3:17])([CH3:16])[CH3:15])=[O:12])[C:6]([CH3:18])=[CH:5]2.CN([CH:22]=[O:23])C.C([Li])(C)(C)C.CCCCCCC, predict the reaction product. The product is: [CH:22]([C:2]1[CH:3]=[C:4]2[C:8](=[CH:9][CH:10]=1)[N:7]([C:11]([O:13][C:14]([CH3:17])([CH3:16])[CH3:15])=[O:12])[C:6]([CH3:18])=[CH:5]2)=[O:23]. (5) Given the reactants [F:1][C:2]1[CH:3]=[C:4]([CH:27]=[CH:28][CH:29]=1)[CH2:5][N:6]1[C:18]2[CH2:17][CH2:16][CH:15]([NH:19][C:20]([CH:22]3[CH2:24][CH2:23]3)=[O:21])[CH2:14][C:13]=2[C:12]2[C:7]1=[CH:8][CH:9]=[C:10]([CH:25]=O)[CH:11]=2.[O:30]([NH2:32])[CH3:31].[OH-].[Na+], predict the reaction product. The product is: [F:1][C:2]1[CH:3]=[C:4]([CH:27]=[CH:28][CH:29]=1)[CH2:5][N:6]1[C:18]2[CH2:17][CH2:16][CH:15]([NH:19][C:20]([CH:22]3[CH2:24][CH2:23]3)=[O:21])[CH2:14][C:13]=2[C:12]2[C:7]1=[CH:8][CH:9]=[C:10]([CH:25]=[N:32][O:30][CH3:31])[CH:11]=2. (6) The product is: [C:26]([O:25][C:24](=[O:30])[NH:23][CH:19]1[CH2:20][CH2:21][CH2:22][N:17]([C:6]2[N:5]([CH2:1][C:2]#[C:3][CH3:4])[C:13]3[C:8](=[N:9][C:10]([Cl:15])=[N:11][C:12]=3[Cl:14])[N:7]=2)[CH2:18]1)([CH3:29])([CH3:27])[CH3:28]. Given the reactants [CH2:1]([N:5]1[C:13]2[C:8](=[N:9][C:10]([Cl:15])=[N:11][C:12]=2[Cl:14])[N:7]=[C:6]1Cl)[C:2]#[C:3][CH3:4].[NH:17]1[CH2:22][CH2:21][CH2:20][CH:19]([NH:23][C:24](=[O:30])[O:25][C:26]([CH3:29])([CH3:28])[CH3:27])[CH2:18]1.C(#N)C, predict the reaction product.